From a dataset of Full USPTO retrosynthesis dataset with 1.9M reactions from patents (1976-2016). Predict the reactants needed to synthesize the given product. Given the product [C:47]([C:43]1[CH:44]=[C:45]2[C:40](=[CH:41][CH:42]=1)[C:39](=[O:51])[N:38]([C:24]1[CH:25]=[CH:26][CH:27]=[C:28]([C:2]3[CH:3]=[C:4]([NH:10][C:11]4[CH:15]=[CH:14][N:13]([CH2:16][CH3:17])[N:12]=4)[C:5](=[O:9])[N:6]([CH3:8])[N:7]=3)[C:23]=1[CH2:22][OH:21])[CH2:46]2)([CH3:50])([CH3:48])[CH3:49], predict the reactants needed to synthesize it. The reactants are: Cl[C:2]1[CH:3]=[C:4]([NH:10][C:11]2[CH:15]=[CH:14][N:13]([CH2:16][CH3:17])[N:12]=2)[C:5](=[O:9])[N:6]([CH3:8])[N:7]=1.C([O:21][CH2:22][C:23]1[C:28](B2OC(C)(C)C(C)(C)O2)=[CH:27][CH:26]=[CH:25][C:24]=1[N:38]1[CH2:46][C:45]2[C:40](=[CH:41][CH:42]=[C:43]([C:47]([CH3:50])([CH3:49])[CH3:48])[CH:44]=2)[C:39]1=[O:51])(=O)C.C(=O)([O-])[O-].[Na+].[Na+].O.[OH-].[Li+].